Dataset: Forward reaction prediction with 1.9M reactions from USPTO patents (1976-2016). Task: Predict the product of the given reaction. (1) Given the reactants [CH3:1][O:2][C:3]1[CH:47]=[CH:46][CH:45]=[CH:44][C:4]=1[CH2:5][O:6][CH2:7][CH2:8][CH2:9][O:10][C:11]1[CH:16]=[CH:15][C:14]([CH:17]2[CH2:22][CH2:21][N:20]([C:23]([O:25][C:26]([CH3:29])([CH3:28])[CH3:27])=[O:24])[CH2:19][CH:18]2[O:30][CH2:31][CH2:32]OS(C2C=CC(C)=CC=2)(=O)=O)=[CH:13][CH:12]=1.[Cl:48][C:49]1[CH:54]=[CH:53][C:52]([CH2:55][CH2:56][NH:57][C:58](=[O:60])[CH3:59])=[C:51]([OH:61])[CH:50]=1, predict the reaction product. The product is: [C:58]([NH:57][CH2:56][CH2:55][C:52]1[CH:53]=[CH:54][C:49]([Cl:48])=[CH:50][C:51]=1[O:61][CH2:32][CH2:31][O:30][CH:18]1[CH:17]([C:14]2[CH:13]=[CH:12][C:11]([O:10][CH2:9][CH2:8][CH2:7][O:6][CH2:5][C:4]3[CH:44]=[CH:45][CH:46]=[CH:47][C:3]=3[O:2][CH3:1])=[CH:16][CH:15]=2)[CH2:22][CH2:21][N:20]([C:23]([O:25][C:26]([CH3:27])([CH3:29])[CH3:28])=[O:24])[CH2:19]1)(=[O:60])[CH3:59]. (2) Given the reactants [Br:1][C:2]1[C:3]([C:13]2[CH:18]=[CH:17][CH:16]=[CH:15][CH:14]=2)=[CH:4][C:5]2[NH:10][C:9](=[O:11])[CH2:8][O:7][C:6]=2[N:12]=1.C(=O)([O-])[O-].[K+].[K+].[F:25][C:26]([F:30])([F:29])[CH2:27]I, predict the reaction product. The product is: [Br:1][C:2]1[C:3]([C:13]2[CH:18]=[CH:17][CH:16]=[CH:15][CH:14]=2)=[CH:4][C:5]2[N:10]([CH2:27][C:26]([F:30])([F:29])[F:25])[C:9](=[O:11])[CH2:8][O:7][C:6]=2[N:12]=1. (3) Given the reactants [N:1]1([S:5]([NH:8][C:9](=[O:39])[C:10]2[CH:15]=[C:14]([Cl:16])[C:13]([O:17][CH2:18][C:19]34[CH2:28][CH:23]5[CH2:24][CH:25]([CH2:27][C:21]([CH2:29][O:30][Si](C(C)(C)C)(C)C)([CH2:22]5)[CH2:20]3)[CH2:26]4)=[CH:12][C:11]=2[F:38])(=[O:7])=[O:6])[CH2:4][CH2:3][CH2:2]1.[F-].C([N+](CCCC)(CCCC)CCCC)CCC, predict the reaction product. The product is: [N:1]1([S:5]([NH:8][C:9](=[O:39])[C:10]2[CH:15]=[C:14]([Cl:16])[C:13]([O:17][CH2:18][C:19]34[CH2:28][CH:23]5[CH2:24][CH:25]([CH2:27][C:21]([CH2:29][OH:30])([CH2:22]5)[CH2:20]3)[CH2:26]4)=[CH:12][C:11]=2[F:38])(=[O:7])=[O:6])[CH2:4][CH2:3][CH2:2]1. (4) Given the reactants [CH3:1][C:2]([CH3:15])([CH3:14])[CH2:3][CH2:4][N:5]1[CH2:10][CH:9]2[CH:7]([CH:8]2[C:11]([NH2:13])=O)[CH2:6]1.[H-].[Al+3].[Li+].[H-].[H-].[H-].CO.O.S([O-])([O-])(=O)=O.[Na+].[Na+], predict the reaction product. The product is: [CH3:1][C:2]([CH3:15])([CH3:14])[CH2:3][CH2:4][N:5]1[CH2:6][CH:7]2[CH:9]([CH:8]2[CH2:11][NH2:13])[CH2:10]1.